Dataset: Forward reaction prediction with 1.9M reactions from USPTO patents (1976-2016). Task: Predict the product of the given reaction. Given the reactants [CH2:1]([N:4]1[C:12]2[C:11](Cl)=[N:10][C:9](=[O:14])[N:8]([CH2:15][CH2:16][CH2:17][CH2:18][CH3:19])[C:7]=2[N:6]=[CH:5]1)[CH:2]=[CH2:3].[N-:20]=[N+:21]=[N-:22].[Na+], predict the reaction product. The product is: [CH2:1]([N:4]1[C:12]2[C:11]3=[N:20][N:21]=[N:22][N:10]3[C:9](=[O:14])[N:8]([CH2:15][CH2:16][CH2:17][CH2:18][CH3:19])[C:7]=2[N:6]=[CH:5]1)[CH:2]=[CH2:3].